This data is from Catalyst prediction with 721,799 reactions and 888 catalyst types from USPTO. The task is: Predict which catalyst facilitates the given reaction. Reactant: [NH2:1][C:2]1[CH:3]=[C:4]([C:8]2[S:12][C:11]([N:13]3[CH2:18][CH2:17][CH:16]([C:19]([O:21][CH2:22][CH3:23])=[O:20])[CH2:15][CH2:14]3)=[N:10][CH:9]=2)[CH:5]=[CH:6][CH:7]=1.Cl[C:25]1[N:30]=[C:29]([C:31]([F:34])([F:33])[F:32])[CH:28]=[CH:27][N:26]=1.CC1C=CC(S(O)(=O)=O)=CC=1.CN(C)C=O. Product: [F:32][C:31]([F:34])([F:33])[C:29]1[CH:28]=[CH:27][N:26]=[C:25]([NH:1][C:2]2[CH:3]=[C:4]([C:8]3[S:12][C:11]([N:13]4[CH2:18][CH2:17][CH:16]([C:19]([O:21][CH2:22][CH3:23])=[O:20])[CH2:15][CH2:14]4)=[N:10][CH:9]=3)[CH:5]=[CH:6][CH:7]=2)[N:30]=1. The catalyst class is: 155.